This data is from Full USPTO retrosynthesis dataset with 1.9M reactions from patents (1976-2016). The task is: Predict the reactants needed to synthesize the given product. (1) Given the product [N:31]1[C:25]2[NH:24][C:23]3[CH:32]=[C:19]([CH2:18][N:3]4[CH2:2][CH:1]5[CH:5]([CH:6]5[C:7]([O:9][CH2:10][CH3:11])=[O:8])[CH2:4]4)[CH:20]=[CH:21][C:22]=3[S:27][C:26]=2[N:28]=[CH:29][CH:30]=1, predict the reactants needed to synthesize it. The reactants are: [CH:1]12[CH:6]([C:7]([O:9][CH2:10][CH3:11])=[O:8])[CH:5]1[CH2:4][NH:3][CH2:2]2.C(=O)([O-])O.[Na+].Cl[CH2:18][C:19]1[CH:20]=[CH:21][C:22]2[S:27][C:26]3[N:28]=[CH:29][CH:30]=[N:31][C:25]=3[NH:24][C:23]=2[CH:32]=1.O. (2) Given the product [C:50]([CH:24]([C:20]1[CH:19]=[C:18]([C:15]2[CH:16]=[C:17]3[C:9]([C:4]4[CH:5]=[CH:6][CH:7]=[CH:8][C:3]=4[O:2][CH3:1])=[CH:10][N:11]([S:31]([C:34]4[CH:39]=[CH:38][C:37]([CH3:40])=[CH:36][CH:35]=4)(=[O:32])=[O:33])[C:12]3=[N:13][CH:14]=2)[CH:23]=[CH:22][N:21]=1)[C:25]([N:27]([CH3:28])[CH3:29])=[O:26])#[N:51], predict the reactants needed to synthesize it. The reactants are: [CH3:1][O:2][C:3]1[CH:8]=[CH:7][CH:6]=[CH:5][C:4]=1[C:9]1[C:17]2[C:12](=[N:13][CH:14]=[C:15]([C:18]3[CH:23]=[CH:22][N:21]=[C:20]([C:24](=O)[C:25]([N:27]([CH3:29])[CH3:28])=[O:26])[CH:19]=3)[CH:16]=2)[N:11]([S:31]([C:34]2[CH:39]=[CH:38][C:37]([CH3:40])=[CH:36][CH:35]=2)(=[O:33])=[O:32])[CH:10]=1.COC1C=CC=CC=1C1C2C(=NC=C(B3OC(C)(C)C(C)(C)O3)C=2)[N:51](S(C2C=CC(C)=CC=2)(=O)=O)[CH:50]=1.BrC1C=CN=C(C(C#N)C(N(C)C)=O)C=1.C(=O)(O)[O-].[Na+]. (3) Given the product [ClH:31].[CH3:32][O:33][C:34](=[O:49])[C@@H:35]([NH:36][C:37](=[O:39])[CH2:25][NH:24][C:22](=[O:23])[C:21]1[CH:20]=[CH:19][C:18]([S:15](=[O:17])(=[O:16])[NH:14][C:9]2[CH:10]=[CH:11][CH:12]=[CH:13][C:8]=2[O:1][C:2]2[CH:3]=[CH:4][CH:5]=[CH:6][CH:7]=2)=[CH:30][CH:29]=1)[CH2:44][CH2:45][CH2:46][CH2:47][NH2:48], predict the reactants needed to synthesize it. The reactants are: [O:1]([C:8]1[CH:13]=[CH:12][CH:11]=[CH:10][C:9]=1[NH:14][S:15]([C:18]1[CH:30]=[CH:29][C:21]([C:22]([NH:24][CH2:25]C(O)=O)=[O:23])=[CH:20][CH:19]=1)(=[O:17])=[O:16])[C:2]1[CH:7]=[CH:6][CH:5]=[CH:4][CH:3]=1.[ClH:31].[CH3:32][O:33][C:34](=[O:49])[C@H:35]([CH2:44][CH2:45][CH2:46][CH2:47][NH2:48])[NH:36][C:37]([O:39]C(C)(C)C)=O. (4) The reactants are: [F:1][C:2]1[CH:3]=[CH:4][C:5]2[N:6]([CH:8]=[C:9]([C:11]([NH:13][C@H:14]3[CH2:19][CH2:18][C@@H:17]([NH:20][C:21]([C:23]4[C:24]([NH:30][C:31]5[CH:36]=[CH:35][CH:34]=[C:33]([O:37][CH2:38][CH2:39][N:40]6[CH2:45][CH2:44][O:43][CH2:42][CH2:41]6)[CH:32]=5)=[N:25][CH:26]=[C:27]([F:29])[CH:28]=4)=[O:22])[CH2:16][CH2:15]3)=[O:12])[N:10]=2)[CH:7]=1.[C:46](N1C=CN=C1)(N1C=CN=C1)=[O:47].[H-].[Na+]. Given the product [F:1][C:2]1[CH:3]=[CH:4][C:5]2[N:6]([CH:8]=[C:9]([C:11]([NH:13][C@H:14]3[CH2:15][CH2:16][C@@H:17]([N:20]4[C:21](=[O:22])[C:23]5[CH:28]=[C:27]([F:29])[CH:26]=[N:25][C:24]=5[N:30]([C:31]5[CH:36]=[CH:35][CH:34]=[C:33]([O:37][CH2:38][CH2:39][N:40]6[CH2:41][CH2:42][O:43][CH2:44][CH2:45]6)[CH:32]=5)[C:46]4=[O:47])[CH2:18][CH2:19]3)=[O:12])[N:10]=2)[CH:7]=1, predict the reactants needed to synthesize it. (5) Given the product [Si:8]([O:7][CH2:6][CH2:5][C@H:2]([CH3:1])[CH2:3][OH:4])([C:21]([CH3:24])([CH3:23])[CH3:22])([C:15]1[CH:16]=[CH:17][CH:18]=[CH:19][CH:20]=1)[C:9]1[CH:14]=[CH:13][CH:12]=[CH:11][CH:10]=1, predict the reactants needed to synthesize it. The reactants are: [CH3:1][C@@H:2]([CH2:5][CH2:6][OH:7])[CH2:3][OH:4].[Si:8](Cl)([C:21]([CH3:24])([CH3:23])[CH3:22])([C:15]1[CH:20]=[CH:19][CH:18]=[CH:17][CH:16]=1)[C:9]1[CH:14]=[CH:13][CH:12]=[CH:11][CH:10]=1.N12CCCN=C1CCCCC2. (6) Given the product [C:1]([NH:5][C:6]1[C:11]([NH2:12])=[CH:10][CH:9]=[CH:8][N:7]=1)([CH3:4])([CH3:2])[CH3:3], predict the reactants needed to synthesize it. The reactants are: [C:1]([NH:5][C:6]1[C:11]([N+:12]([O-])=O)=[CH:10][CH:9]=[CH:8][N:7]=1)([CH3:4])([CH3:3])[CH3:2].[NH4+].[Cl-]. (7) Given the product [Br:1][C:2]1[CH:3]=[C:4]([C:8]([NH2:11])([CH3:9])[CH3:10])[CH:5]=[CH:6][CH:7]=1, predict the reactants needed to synthesize it. The reactants are: [Br:1][C:2]1[CH:3]=[C:4]([C:8]([NH:11]C(=O)CCl)([CH3:10])[CH3:9])[CH:5]=[CH:6][CH:7]=1.NC(N)=S.C(O)(=O)C.O. (8) The reactants are: [Cl:1][C:2]1[CH:7]=[CH:6][C:5]([O:8]C)=[CH:4][C:3]=1[CH:10]([CH3:28])[C:11]([C:17]1[CH:18]=[CH:19][C:20]2[O:24][C:23](=[O:25])[N:22]([CH3:26])[C:21]=2[CH:27]=1)([OH:16])[C:12]([F:15])([F:14])[F:13].C([O-])(O)=O.[Na+]. Given the product [Cl:1][C:2]1[CH:7]=[CH:6][C:5]([OH:8])=[CH:4][C:3]=1[CH:10]([CH3:28])[C:11]([C:17]1[CH:18]=[CH:19][C:20]2[O:24][C:23](=[O:25])[N:22]([CH3:26])[C:21]=2[CH:27]=1)([OH:16])[C:12]([F:13])([F:14])[F:15], predict the reactants needed to synthesize it. (9) Given the product [Cl:8][C:9]1[N:10]=[N:11][C:12]([N:1]2[CH:5]=[CH:4][CH:3]=[N:2]2)=[CH:13][CH:14]=1, predict the reactants needed to synthesize it. The reactants are: [NH:1]1[CH:5]=[CH:4][CH:3]=[N:2]1.[H-].[Na+].[Cl:8][C:9]1[N:10]=[N:11][C:12](Cl)=[CH:13][CH:14]=1.